Dataset: Experimentally validated miRNA-target interactions with 360,000+ pairs, plus equal number of negative samples. Task: Binary Classification. Given a miRNA mature sequence and a target amino acid sequence, predict their likelihood of interaction. (1) The miRNA is hsa-miR-7152-3p with sequence UCUGGUCCUGGACAGGAGGC. The protein sequence of the target gene is MDFSMVAGAAAYNEKSGRITSLSLLFQKVFAQIFPQWRKGNTEECLPYKCSETGALGENYSWQIPINHNDFKILKNNERQLCEVLQNKFGCISTLVSPVQEGNSKSLQVFRKMLTPRIELSVWKDDLTTHAVDAVVNAANEDLLHGGGLALALVKAGGFEIQEESKQFVARYGKVSAGEIAVTGAGRLPCKQIIHAVGPRWMEWDKQGCTGKLQRAIVSILNYVIYKNTHIKTVAIPALSSGIFQFPLNLCTKTIVETIRVSLQGKPMMSNLKEIHLVSNEDPTVAAFKAASEFILGKSE.... Result: 0 (no interaction). (2) The miRNA is hsa-miR-3166 with sequence CGCAGACAAUGCCUACUGGCCUA. The protein sequence of the target gene is MKAMPWNWTCLLSHLLMVGMGSSTLLTRQPAPLSQKQRSFVTFRGEPAEGFNHLVVDERTGHIYLGAVNRIYKLSSDLKVLVTHETGPDEDNPKCYPPRIVQTCNEPLTTTNNVNKMLLIDYKENRLIACGSLYQGICKLLRLEDLFKLGEPYHKKEHYLSGVNESGSVFGVIVSYSNLDDKLFIATAVDGKPEYFPTISSRKLTKNSEADGMFAYVFHDEFVASMIKIPSDTFTIIPDFDIYYVYGFSSGNFVYFLTLQPEMVSPPGSTTKEQVYTSKLVRLCKEDTAFNSYVEVPIGC.... Result: 1 (interaction). (3) The miRNA is hsa-miR-6837-3p with sequence CCUUCACUGUGACUCUGCUGCAG. The protein sequence of the target gene is MGAPLAVALGALHYLALFLQLGGATRPAGHAPWDNHVSGHALFTETPHDMTARTGEDVEMACSFRGSGSPSYSLEIQWWYVRSHRDWTDKQAWASNQLKASQQEDAGKEATKISVVKVVGSNISHKLRLSRVKPTDEGTYECRVIDFSDGKARHHKVKAYLRVQPGENSVLHLPEAPPAAPAPPPPKPGKELRKRSVDQEACSL. Result: 0 (no interaction). (4) The miRNA is mmu-miR-509-5p with sequence UACUCCAGAAUGUGGCAAUCAU. The protein sequence of the target gene is MATSGVEKSSKKKTEKKLAAREEAKLLAGFMGVMNNMRKQRTLCDVILTVQERKIPAHRVVLAAASHFFNLMFTTNMLESKSFEVELKDAEPDIIEQLVEFAYTARISVNSNNVQSLLDAANQYQIEPVKKMCVDFLKEQVDASNCLGISVLAECLDCPELKATADDFIHQHFTEVYKTDEFLQLDVKRVTHLLSQDTLTVRAEDQVYDAAVRWLKYDEPNRQPFMVDILAKVRFPLISKNFLSKTVQAEPLIQDNPECLKMVISGMRYHLLSPEDREELAGGTRPRRKKHDYRIALFGG.... Result: 1 (interaction). (5) The protein sequence of the target gene is MRSPRTRGRPGRPLSLLLALLCALRAKVCGASGQFELEILSMQNVNGELQNGNCCGGVRNPGDRKCTRDECDTYFKVCLKEYQSRVTAGGPCSFGSGSTPVIGGNTFNLKASRGNDRNRIVLPFSFAWPRSYTLLVEAWDSSNDTIQPDSIIEKASHSGMINPSRQWQTLKQNTGIAHFEYQIRVTCDDHYYGFGCNKFCRPRDDFFGHYACDQNGNKTCMEGWMGPDCNKAICRQGCSPKHGSCKLPGDCRCQYGWQGLYCDKCIPHPGCVHGTCNEPWQCLCETNWGGQLCDKDLNYC.... The miRNA is mmu-miR-199b-3p with sequence ACAGUAGUCUGCACAUUGGUUA. Result: 1 (interaction).